From a dataset of Reaction yield outcomes from USPTO patents with 853,638 reactions. Predict the reaction yield, written as a fraction of the theoretical maximum amount of product (1.0 means a 100% yield; for example, 0.34 means a 34% yield). (1) The reactants are [C:1]([C:5]1[O:9][N:8]=[C:7]([NH:10][C:11](=[O:45])[NH:12][C:13]2[CH:14]=[C:15]([CH:42]=[CH:43][CH:44]=2)[O:16][C:17]2[C:26]3[C:21](=[CH:22][C:23]([O:29][C@H:30]4[CH2:34][CH2:33][N:32](C(OC(C)(C)C)=O)[CH2:31]4)=[C:24]([O:27][CH3:28])[CH:25]=3)[N:20]=[CH:19][N:18]=2)[CH:6]=1)([CH3:4])([CH3:3])[CH3:2].[ClH:46]. The catalyst is O1CCOCC1.ClCCl. The product is [ClH:46].[ClH:46].[C:1]([C:5]1[O:9][N:8]=[C:7]([NH:10][C:11]([NH:12][C:13]2[CH:44]=[CH:43][CH:42]=[C:15]([O:16][C:17]3[C:26]4[C:21](=[CH:22][C:23]([O:29][C@H:30]5[CH2:34][CH2:33][NH:32][CH2:31]5)=[C:24]([O:27][CH3:28])[CH:25]=4)[N:20]=[CH:19][N:18]=3)[CH:14]=2)=[O:45])[CH:6]=1)([CH3:4])([CH3:2])[CH3:3]. The yield is 0.670. (2) The reactants are [NH:1]1[CH2:6][CH2:5][CH2:4][CH:3]([CH2:7][OH:8])[CH2:2]1.FC(F)(F)S(O[C:15]1[C:16]2[CH2:36][N:35]([C:37](=[O:39])[CH3:38])[CH2:34][CH2:33][C:17]=2[N:18]=[C:19]([NH:21][C:22]2[CH:27]=[CH:26][C:25]([C:28]3[O:32][CH:31]=[N:30][CH:29]=3)=[CH:24][CH:23]=2)[N:20]=1)(=O)=O.S(C1C=CC(C)=CC=1)([O-])(=O)=O. No catalyst specified. The product is [OH:8][CH2:7][CH:3]1[CH2:4][CH2:5][CH2:6][N:1]([C:15]2[C:16]3[CH2:36][N:35]([C:37](=[O:39])[CH3:38])[CH2:34][CH2:33][C:17]=3[N:18]=[C:19]([NH:21][C:22]3[CH:23]=[CH:24][C:25]([C:28]4[O:32][CH:31]=[N:30][CH:29]=4)=[CH:26][CH:27]=3)[N:20]=2)[CH2:2]1. The yield is 0.346. (3) The reactants are [Br:1][C:2]1[N:3]=[C:4]2[C:10]([NH2:11])=[CH:9][N:8]([C:12]([C:25]3[CH:30]=[CH:29][CH:28]=[CH:27][CH:26]=3)([C:19]3[CH:24]=[CH:23][CH:22]=[CH:21][CH:20]=3)[C:13]3[CH:18]=[CH:17][CH:16]=[CH:15][CH:14]=3)[C:5]2=[N:6][CH:7]=1.C[Al](C)C.CCCCCCC.[Cl:42][C:43]1[CH:44]=[CH:45][CH:46]=[C:47]2[C:51]=1[C:50](=O)[O:49][CH2:48]2.C1C=CC(P(C2C=CC=CC=2)C2C=CC=CC=2)=CC=1.CCOC(/N=N/C(OCC)=O)=O. The catalyst is C1(C)C=CC=CC=1.C(Cl)Cl.O. The product is [Br:1][C:2]1[N:3]=[C:4]2[C:10]([N:11]3[CH2:48][C:47]4[C:51](=[C:43]([Cl:42])[CH:44]=[CH:45][CH:46]=4)[C:50]3=[O:49])=[CH:9][N:8]([C:12]([C:19]3[CH:20]=[CH:21][CH:22]=[CH:23][CH:24]=3)([C:13]3[CH:14]=[CH:15][CH:16]=[CH:17][CH:18]=3)[C:25]3[CH:30]=[CH:29][CH:28]=[CH:27][CH:26]=3)[C:5]2=[N:6][CH:7]=1. The yield is 0.370. (4) The product is [O:10]([C:17]1[C:18]([NH:33][C:34]2[S:35][CH:36]=[C:37]([CH2:39][CH:40]3[CH2:45][CH2:44][N:43]([C:1](=[O:3])[CH3:2])[CH2:42][CH2:41]3)[N:38]=2)=[N:19][CH:20]=[C:21]([S:23][C:24]2[CH:29]=[CH:28][N:27]=[C:26]3[CH:30]=[CH:31][S:32][C:25]=23)[CH:22]=1)[C:11]1[CH:16]=[CH:15][CH:14]=[CH:13][CH:12]=1. The yield is 0.912. The catalyst is C1COCC1. The reactants are [C:1](OC(=O)C)(=[O:3])[CH3:2].Cl.Cl.[O:10]([C:17]1[C:18]([NH:33][C:34]2[S:35][CH:36]=[C:37]([CH2:39][CH:40]3[CH2:45][CH2:44][NH:43][CH2:42][CH2:41]3)[N:38]=2)=[N:19][CH:20]=[C:21]([S:23][C:24]2[CH:29]=[CH:28][N:27]=[C:26]3[CH:30]=[CH:31][S:32][C:25]=23)[CH:22]=1)[C:11]1[CH:16]=[CH:15][CH:14]=[CH:13][CH:12]=1.C(N(CC)CC)C. (5) The yield is 0.911. The catalyst is C(O)C.C(OCC)C. The product is [CH2:29]([O:36][C:37]([N:5]1[CH2:6][CH:2]([OH:1])[C@:3]([CH3:22])([C:15]([O:17][C:18]([CH3:21])([CH3:20])[CH3:19])=[O:16])[CH2:4]1)=[O:38])[C:30]1[CH:35]=[CH:34][CH:33]=[CH:32][CH:31]=1. The reactants are [OH:1][CH:2]1[CH2:6][N:5]([C@@H](C2C=CC=CC=2)C)[CH2:4][C@@:3]1([CH3:22])[C:15]([O:17][C:18]([CH3:21])([CH3:20])[CH3:19])=[O:16].Cl.C(=O)([O-])O.[Na+].[CH2:29]([O:36][C:37](Cl)=[O:38])[C:30]1[CH:35]=[CH:34][CH:33]=[CH:32][CH:31]=1. (6) The reactants are [F:1][C:2]1[CH:7]=[CH:6][C:5]([CH2:8][N:9]([CH3:26])[CH2:10][CH2:11][C:12]2[CH:13]=[N:14][N:15]([C:17]3[CH:22]=[C:21]([C:23]([OH:25])=O)[CH:20]=[CH:19][N:18]=3)[CH:16]=2)=[CH:4][CH:3]=1.[N:27]#[C:28][NH2:29].CN(C(ON1N=NC2C=CC=NC1=2)=[N+](C)C)C.F[P-](F)(F)(F)(F)F.CCN(C(C)C)C(C)C. The catalyst is CN(C=O)C. The product is [C:28]([NH:29][C:23]([C:21]1[CH:20]=[CH:19][N:18]=[C:17]([N:15]2[CH:16]=[C:12]([CH2:11][CH2:10][N:9]([CH2:8][C:5]3[CH:4]=[CH:3][C:2]([F:1])=[CH:7][CH:6]=3)[CH3:26])[CH:13]=[N:14]2)[CH:22]=1)=[O:25])#[N:27]. The yield is 0.200. (7) The reactants are [H-].C([Al+]CC(C)C)C(C)C.[Br:11][C:12]1[CH:13]=[N:14][N:15]([C:17]([CH3:25])([CH3:24])[CH2:18][C:19](OCC)=[O:20])[CH:16]=1. The catalyst is C1COCC1. The product is [Br:11][C:12]1[CH:13]=[N:14][N:15]([C:17]([CH3:25])([CH3:24])[CH2:18][CH2:19][OH:20])[CH:16]=1. The yield is 0.910. (8) The catalyst is C1COCC1. The product is [Cl:26][C:25]1[C:16]([CH2:14][OH:13])=[CH:17][C:18]2[C:23]([CH:24]=1)=[CH:22][CH:21]=[CH:20][C:19]=2[CH2:27][N:28]([CH3:29])[CH3:30]. The reactants are [H-].C([Al+]CC(C)C)C(C)C.C([O:13][C:14]([C:16]1[C:25]([Cl:26])=[CH:24][C:23]2[C:18](=[C:19]([CH2:27][N:28]([CH3:30])[CH3:29])[CH:20]=[CH:21][CH:22]=2)[CH:17]=1)=O)C.O. The yield is 0.960.